Predict the product of the given reaction. From a dataset of Forward reaction prediction with 1.9M reactions from USPTO patents (1976-2016). (1) Given the reactants C([N:8]1[CH2:12][CH2:11][C@H:10]([OH:13])[CH2:9]1)(OC(C)(C)C)=O.[H-].[Na+].Br[CH2:17][CH2:18][O:19][CH2:20][CH2:21][O:22][CH2:23][CH2:24][O:25][CH2:26][CH2:27][O:28][CH2:29][CH2:30][O:31][CH3:32].ClCCl, predict the reaction product. The product is: [CH3:32][O:31][CH2:30][CH2:29][O:28][CH2:27][CH2:26][O:25][CH2:24][CH2:23][O:22][CH2:21][CH2:20][O:19][CH2:18][CH2:17][O:13][C@H:10]1[CH2:11][CH2:12][NH:8][CH2:9]1. (2) Given the reactants C([O:8][C:9]1[N:14]=[C:13]2[NH:15][CH:16]=[N:17][C:12]2=[CH:11][CH:10]=1)C1C=CC=CC=1.[CH3:18][O:19][C:20]1[CH:25]=[CH:24][CH:23]=[CH:22][C:21]=1B(O)O, predict the reaction product. The product is: [CH3:18][O:19][C:20]1[CH:25]=[CH:24][CH:23]=[CH:22][C:21]=1[N:15]1[C:13]2=[N:14][C:9]([OH:8])=[CH:10][CH:11]=[C:12]2[N:17]=[CH:16]1. (3) Given the reactants Cl.[NH2:2][CH2:3][C:4]([NH:6][CH:7]([C:14]1[CH:19]=[CH:18][C:17]([Cl:20])=[CH:16][CH:15]=1)[C:8]1[CH:13]=[CH:12][CH:11]=[CH:10][CH:9]=1)=[O:5].C(N(CC)CC)C.[Cl:28][C:29]1[CH:30]=[C:31]([CH:35]=[CH:36][CH:37]=1)[C:32](Cl)=[O:33], predict the reaction product. The product is: [Cl:28][C:29]1[CH:30]=[C:31]([CH:35]=[CH:36][CH:37]=1)[C:32]([NH:2][CH2:3][C:4](=[O:5])[NH:6][CH:7]([C:14]1[CH:19]=[CH:18][C:17]([Cl:20])=[CH:16][CH:15]=1)[C:8]1[CH:13]=[CH:12][CH:11]=[CH:10][CH:9]=1)=[O:33]. (4) Given the reactants [CH3:1]C(C)([O-])C.[K+].[CH3:7][O:8][CH2:9][O:10][C@H:11]1[CH2:28][CH2:27][C@@:26]2([CH3:29])[C:13](=[CH:14][CH2:15][C@@H:16]3[C@@H:25]2[CH2:24][CH2:23][C@@:21]2([CH3:22])[C@H:17]3[CH2:18][CH2:19][C:20]2=O)[CH2:12]1.O, predict the reaction product. The product is: [CH3:7][O:8][CH2:9][O:10][C@H:11]1[CH2:28][CH2:27][C@@:26]2([CH3:29])[CH:13]([CH2:14][CH2:15][C@@H:16]3[C@@H:25]2[CH2:24][CH2:23][C@@:21]2([CH3:22])[C@H:17]3[CH2:18][CH2:19][C:20]2=[CH2:1])[CH2:12]1. (5) Given the reactants [OH:1][C:2]1([C:9]2[CH:10]=[N:11][C:12]([O:15][CH3:16])=[CH:13][CH:14]=2)[CH2:7][CH2:6][C:5](=O)[CH2:4][CH2:3]1.BrC1C=CC(OC)=NC=1.O1C2(CCC(=O)CC2)OCC1.[NH:37]1[CH2:40][CH:39]([NH:41][C:42](=[O:59])[CH2:43][NH:44][C:45]2[C:54]3[C:49](=[CH:50][CH:51]=[C:52]([C:55]([F:58])([F:57])[F:56])[CH:53]=3)[N:48]=[CH:47][N:46]=2)[CH2:38]1.[BH-](OC(C)=O)(OC(C)=O)OC(C)=O.[Na+], predict the reaction product. The product is: [OH:1][C:2]1([C:9]2[CH:10]=[N:11][C:12]([O:15][CH3:16])=[CH:13][CH:14]=2)[CH2:7][CH2:6][CH:5]([N:37]2[CH2:38][CH:39]([NH:41][C:42](=[O:59])[CH2:43][NH:44][C:45]3[C:54]4[C:49](=[CH:50][CH:51]=[C:52]([C:55]([F:56])([F:58])[F:57])[CH:53]=4)[N:48]=[CH:47][N:46]=3)[CH2:40]2)[CH2:4][CH2:3]1. (6) Given the reactants Cl[CH2:2][C:3]([N:5]1[CH2:10][CH2:9][N:8]([C:11]2[CH:16]=[CH:15][CH:14]=[CH:13][C:12]=2[CH3:17])[CH2:7][CH2:6]1)=[O:4].[CH3:18][NH:19][CH2:20][C:21]1[CH:26]=[CH:25][CH:24]=[CH:23][CH:22]=1.C([O-])([O-])=O.[K+].[K+], predict the reaction product. The product is: [CH2:20]([N:19]([CH3:18])[CH2:2][C:3]([N:5]1[CH2:10][CH2:9][N:8]([C:11]2[CH:16]=[CH:15][CH:14]=[CH:13][C:12]=2[CH3:17])[CH2:7][CH2:6]1)=[O:4])[C:21]1[CH:26]=[CH:25][CH:24]=[CH:23][CH:22]=1.